Predict the product of the given reaction. From a dataset of Forward reaction prediction with 1.9M reactions from USPTO patents (1976-2016). (1) Given the reactants [CH3:1][N:2]1[CH:6]=[CH:5][N:4]=[C:3]1[CH3:7].Cl[C:9]1[CH:14]=[CH:13][C:12]([C:15]([F:18])([F:17])[F:16])=[CH:11][N:10]=1.[Cl:19][C:20]1[CH:25]=[C:24]([Cl:26])[CH:23]=[CH:22][C:21]=1[C:27]1C(C2NC=CN=2)=[CH:31][N:30]=[C:29]([NH:38][CH2:39][CH2:40][NH:41]C2C=CC([N+]([O-])=O)=CN=2)[N:28]=1, predict the reaction product. The product is: [Cl:19][C:20]1[CH:25]=[C:24]([Cl:26])[CH:23]=[CH:22][C:21]=1[C:27]1[C:7]([C:3]2[N:2]([CH3:1])[CH:6]=[CH:5][N:4]=2)=[CH:31][N:30]=[C:29]([NH:38][CH2:39][CH2:40][NH:41][C:9]2[CH:14]=[CH:13][C:12]([C:15]([F:18])([F:17])[F:16])=[CH:11][N:10]=2)[N:28]=1. (2) Given the reactants [Cl:1][C:2]1[CH:3]=[CH:4][C:5]2[N:6]([C:8]([C:11]3[O:19][C:18]4[C:13](=NC=[CH:16][CH:17]=4)[CH:12]=3)=[CH:9][N:10]=2)[N:7]=1.BrC1N2N=C(Cl)C=CC2=[N:23][CH:22]=1, predict the reaction product. The product is: [Cl:1][C:2]1[CH:3]=[CH:4][C:5]2[N:6]([C:8]([C:11]3[O:19][C:18]4[CH:17]=[CH:16][N:23]=[CH:22][C:13]=4[CH:12]=3)=[CH:9][N:10]=2)[N:7]=1. (3) The product is: [F:21][C:22]([F:33])([F:32])[C:23]([NH:20][C:14]1[C:13]2[C:17](=[CH:18][CH:19]=[C:11]([S:8]([C:4]3[CH:5]=[CH:6][CH:7]=[C:2]([F:1])[CH:3]=3)(=[O:10])=[O:9])[CH:12]=2)[NH:16][N:15]=1)=[O:24]. Given the reactants [F:1][C:2]1[CH:3]=[C:4]([S:8]([C:11]2[CH:12]=[C:13]3[C:17](=[CH:18][CH:19]=2)[NH:16][N:15]=[C:14]3[NH2:20])(=[O:10])=[O:9])[CH:5]=[CH:6][CH:7]=1.[F:21][C:22]([F:33])([F:32])[C:23](O[C:23](=[O:24])[C:22]([F:33])([F:32])[F:21])=[O:24], predict the reaction product. (4) Given the reactants [Cl:1][C:2]1[N:7]=[C:6]([CH2:8][C:9]([C:11]2[CH:12]=[C:13]([CH:25]=[CH:26][CH:27]=2)[C:14]([NH:16][C:17]2[C:22]([F:23])=[CH:21][CH:20]=[CH:19][C:18]=2[F:24])=[O:15])=O)[CH:5]=[CH:4][N:3]=1.C1C(=O)N(Br)C(=O)C1.[F:36][C:37]1[CH:42]=[CH:41][N:40]=[C:39]([NH2:43])[CH:38]=1, predict the reaction product. The product is: [Cl:1][C:2]1[N:7]=[C:6]([C:8]2[N:40]3[CH:41]=[CH:42][C:37]([F:36])=[CH:38][C:39]3=[N:43][C:9]=2[C:11]2[CH:12]=[C:13]([CH:25]=[CH:26][CH:27]=2)[C:14]([NH:16][C:17]2[C:22]([F:23])=[CH:21][CH:20]=[CH:19][C:18]=2[F:24])=[O:15])[CH:5]=[CH:4][N:3]=1. (5) Given the reactants O=C1CCC(=O)N1[O:8][C:9](=O)[C:10]1[CH:15]=[C:14]([O:16][C:17]2[C:22]([Cl:23])=[CH:21][C:20]([N:24]3[C:29](=[O:30])[NH:28][C:27](=[O:31])[CH:26]=[N:25]3)=[CH:19][C:18]=2[Cl:32])[CH:13]=[CH:12][C:11]=1[OH:33].C(N(CC)CC)C.[CH3:42][C@H:43]1[CH2:48][C@@H:47]([CH3:49])[CH2:46][NH:45][CH2:44]1, predict the reaction product. The product is: [Cl:32][C:18]1[CH:19]=[C:20]([N:24]2[C:29](=[O:30])[NH:28][C:27](=[O:31])[CH:26]=[N:25]2)[CH:21]=[C:22]([Cl:23])[C:17]=1[O:16][C:14]1[CH:13]=[CH:12][C:11]([OH:33])=[C:10]([C:9]([N:45]2[CH2:46][C@H:47]([CH3:49])[CH2:48][C@H:43]([CH3:42])[CH2:44]2)=[O:8])[CH:15]=1. (6) Given the reactants Cl[C:2]1[C:11]2[C:6](=[CH:7][CH:8]=[CH:9][CH:10]=2)[N:5]=[CH:4][C:3]=1[C:12]([O:14]CC)=O.C(N(CC)CC)C.[C:24]1([NH:30][NH2:31])[CH:29]=[CH:28][CH:27]=[CH:26][CH:25]=1, predict the reaction product. The product is: [C:24]1([N:30]2[C:12](=[O:14])[C:3]3=[CH:4][NH:5][C:6]4[CH:7]=[CH:8][CH:9]=[CH:10][C:11]=4[C:2]3=[N:31]2)[CH:29]=[CH:28][CH:27]=[CH:26][CH:25]=1. (7) Given the reactants [Cl:1][C:2]1[C:7]2[CH:8]=[CH:9][N:10]([CH3:11])[C:6]=2[C:5]([C:12]([OH:14])=O)=[CH:4][N:3]=1.CN(C)CCCN=C=NCC.ON1C2C=CC=CC=2N=N1.C(N1CCOCC1)C.Cl.[NH:45]1[CH2:50][CH2:49][S:48](=[O:52])(=[O:51])[CH2:47][CH2:46]1, predict the reaction product. The product is: [Cl:1][C:2]1[C:7]2[CH:8]=[CH:9][N:10]([CH3:11])[C:6]=2[C:5]([C:12]([N:45]2[CH2:50][CH2:49][S:48](=[O:52])(=[O:51])[CH2:47][CH2:46]2)=[O:14])=[CH:4][N:3]=1.